Dataset: Catalyst prediction with 721,799 reactions and 888 catalyst types from USPTO. Task: Predict which catalyst facilitates the given reaction. (1) Reactant: [Cl:1][C:2]1[CH:26]=[C:25]([Cl:27])[C:24](B2OC(C)(C)C(C)(C)O2)=[CH:23][C:3]=1[C:4]([NH:6][C:7]1[N:11]([C:12]2[CH:17]=[CH:16][CH:15]=[CH:14][CH:13]=2)[N:10]=[C:9]([C:18]([O:20][CH2:21][CH3:22])=[O:19])[CH:8]=1)=[O:5].O1CCOCC1.Br[C:44]1[CH:49]=[CH:48][CH:47]=[CH:46][N:45]=1.C([O-])([O-])=O.[K+].[K+]. Product: [Cl:1][C:2]1[CH:26]=[C:25]([Cl:27])[C:24]([C:44]2[CH:49]=[CH:48][CH:47]=[CH:46][N:45]=2)=[CH:23][C:3]=1[C:4]([NH:6][C:7]1[N:11]([C:12]2[CH:13]=[CH:14][CH:15]=[CH:16][CH:17]=2)[N:10]=[C:9]([C:18]([O:20][CH2:21][CH3:22])=[O:19])[CH:8]=1)=[O:5]. The catalyst class is: 103. (2) Reactant: C([BH3-])#N.[Na+].C([O:7][C:8](=O)[C:9]([CH2:18][C:19]1[C:24]([Cl:25])=[CH:23][C:22]([O:26][CH2:27][C:28]2[CH:33]=[CH:32][CH:31]=[CH:30][CH:29]=2)=[CH:21][C:20]=1[Cl:34])([CH2:15][CH:16]=O)[C:10]([O:12][CH2:13][CH3:14])=[O:11])C.Cl.Cl.[N:38]1[C:42]2[CH2:43][CH2:44][CH:45]([NH2:47])[CH2:46][C:41]=2[NH:40][CH:39]=1.C(O)(=O)C. Product: [CH2:13]([O:12][C:10]([C:9]1([CH2:18][C:19]2[C:20]([Cl:34])=[CH:21][C:22]([O:26][CH2:27][C:28]3[CH:29]=[CH:30][CH:31]=[CH:32][CH:33]=3)=[CH:23][C:24]=2[Cl:25])[CH2:15][CH2:16][N:47]([CH:45]2[CH2:44][CH2:43][C:42]3[N:38]=[CH:39][NH:40][C:41]=3[CH2:46]2)[C:8]1=[O:7])=[O:11])[CH3:14]. The catalyst class is: 5. (3) Reactant: [CH:1]1([C@@H:7]([NH:9][C:10]([C:12]2[C:21]3[C:16](=[CH:17][CH:18]=[CH:19][CH:20]=3)[N:15]=[C:14]([C:22]3[CH:27]=[CH:26][CH:25]=[CH:24][CH:23]=3)[C:13]=2[CH2:28]Br)=[O:11])[CH3:8])[CH2:6][CH2:5][CH2:4][CH2:3][CH2:2]1.[NH:30]1[CH2:35][CH2:34][NH:33][CH2:32][C:31]1=[O:36].C(N(C(C)C)C(C)C)C. Product: [CH:1]1([C@@H:7]([NH:9][C:10]([C:12]2[C:21]3[C:16](=[CH:17][CH:18]=[CH:19][CH:20]=3)[N:15]=[C:14]([C:22]3[CH:27]=[CH:26][CH:25]=[CH:24][CH:23]=3)[C:13]=2[CH2:28][N:33]2[CH2:34][CH2:35][NH:30][C:31](=[O:36])[CH2:32]2)=[O:11])[CH3:8])[CH2:6][CH2:5][CH2:4][CH2:3][CH2:2]1. The catalyst class is: 1.